This data is from Peptide-MHC class I binding affinity with 185,985 pairs from IEDB/IMGT. The task is: Regression. Given a peptide amino acid sequence and an MHC pseudo amino acid sequence, predict their binding affinity value. This is MHC class I binding data. (1) The peptide sequence is APRTLVYLL. The MHC is Mamu-A11 with pseudo-sequence Mamu-A11. The binding affinity (normalized) is 0.0261. (2) The peptide sequence is SRKKGFLGL. The MHC is HLA-B44:02 with pseudo-sequence HLA-B44:02. The binding affinity (normalized) is 0.0847. (3) The peptide sequence is FADINGKLY. The MHC is HLA-B58:01 with pseudo-sequence HLA-B58:01. The binding affinity (normalized) is 0.287. (4) The peptide sequence is EEVWRDPYL. The MHC is HLA-B58:01 with pseudo-sequence HLA-B58:01. The binding affinity (normalized) is 0.0847. (5) The peptide sequence is WCSQTSYQY. The MHC is HLA-A29:02 with pseudo-sequence HLA-A29:02. The binding affinity (normalized) is 0.544. (6) The binding affinity (normalized) is 0.587. The peptide sequence is MGYVCSNL. The MHC is H-2-Kb with pseudo-sequence H-2-Kb. (7) The peptide sequence is KTFSAHNLF. The MHC is HLA-A03:01 with pseudo-sequence HLA-A03:01. The binding affinity (normalized) is 0.0847. (8) The peptide sequence is ELTCLNEASV. The MHC is HLA-A02:06 with pseudo-sequence HLA-A02:06. The binding affinity (normalized) is 0.240. (9) The peptide sequence is KLFKRERDA. The MHC is HLA-A68:02 with pseudo-sequence HLA-A68:02. The binding affinity (normalized) is 0.0309.